From a dataset of Forward reaction prediction with 1.9M reactions from USPTO patents (1976-2016). Predict the product of the given reaction. (1) The product is: [Br:1][C:2]1[CH:3]=[C:4]([CH2:10][N:11]2[CH:15]=[C:14]([CH2:16][OH:17])[N:13]=[C:12]2[CH3:18])[CH:5]=[N:6][C:7]=1[O:8][CH3:9]. Given the reactants [Br:1][C:2]1[CH:3]=[C:4]([CH2:10][N:11]2[CH:15]=[C:14]([CH:16]=[O:17])[N:13]=[C:12]2[CH3:18])[CH:5]=[N:6][C:7]=1[O:8][CH3:9].BrC1C(OC)=NC=C(CCl)C=1.C([O-])([O-])=O.[Cs+].[Cs+].[Na+].[I-], predict the reaction product. (2) Given the reactants Cl[C:2]1[NH:10][C:9]2[C:4](=[N:5][CH:6]=[CH:7][CH:8]=2)[C:3]=1[C:11]#[N:12].[NH:13]1[CH2:18][CH2:17][O:16][CH2:15][CH2:14]1, predict the reaction product. The product is: [N:13]1([C:2]2[NH:10][C:9]3[C:4](=[N:5][CH:6]=[CH:7][CH:8]=3)[C:3]=2[C:11]#[N:12])[CH2:18][CH2:17][O:16][CH2:15][CH2:14]1. (3) Given the reactants [CH3:1][O:2][C:3]([C:5]1[CH:6]=[C:7](B(O)O)[CH:8]=[CH:9][CH:10]=1)=[O:4].Br[C:15]1[CH:16]=[CH:17][C:18]([F:21])=[N:19][CH:20]=1.C(=O)([O-])[O-].[Cs+].[Cs+], predict the reaction product. The product is: [CH3:1][O:2][C:3](=[O:4])[C:5]1[CH:10]=[CH:9][CH:8]=[C:7]([C:15]2[CH:20]=[N:19][C:18]([F:21])=[CH:17][CH:16]=2)[CH:6]=1. (4) Given the reactants [CH3:1][O:2][C:3](=[O:12])[C:4]1[CH:9]=[CH:8][C:7]([CH:10]=O)=[CH:6][CH:5]=1.[C:13]([C:17]1[CH:23]=[CH:22][C:20]([NH2:21])=[CH:19][CH:18]=1)([CH3:16])([CH3:15])[CH3:14].C(O)(C(F)(F)F)=O.C([BH3-])#N.[Na+], predict the reaction product. The product is: [CH3:1][O:2][C:3](=[O:12])[C:4]1[CH:9]=[CH:8][C:7]([CH2:10][NH:21][C:20]2[CH:22]=[CH:23][C:17]([C:13]([CH3:16])([CH3:15])[CH3:14])=[CH:18][CH:19]=2)=[CH:6][CH:5]=1. (5) Given the reactants F[C:2]1[CH:9]=[C:8]([C:10]2[CH:15]=[C:14]([N:16]3[CH2:21][CH2:20][O:19][CH2:18][C@H:17]3[CH3:22])[N:13]=[C:12]([NH:23][CH3:24])[N:11]=2)[CH:7]=[C:6]([F:25])[C:3]=1[C:4]#[N:5].[NH2:26][NH2:27].CCN(C(C)C)C(C)C.C(O)C, predict the reaction product. The product is: [F:25][C:6]1[CH:7]=[C:8]([C:10]2[CH:15]=[C:14]([N:16]3[CH2:21][CH2:20][O:19][CH2:18][C@H:17]3[CH3:22])[N:13]=[C:12]([NH:23][CH3:24])[N:11]=2)[CH:9]=[C:2]2[C:3]=1[C:4]([NH2:5])=[N:26][NH:27]2.